From a dataset of Reaction yield outcomes from USPTO patents with 853,638 reactions. Predict the reaction yield, written as a fraction of the theoretical maximum amount of product (1.0 means a 100% yield; for example, 0.34 means a 34% yield). (1) The catalyst is ClCCl. The reactants are C(OC(=O)[NH:7][CH:8]1[CH2:13][CH2:12][NH:11][CH2:10][CH2:9]1)(C)(C)C.[F:15][C:16]1[CH:17]=[C:18]([CH:21]=[CH:22][C:23]=1[F:24])[CH2:19]Br.C(N(C(C)C)CC)(C)C.FC(F)(F)C(O)=O. The yield is 0.930. The product is [F:15][C:16]1[CH:17]=[C:18]([CH:21]=[CH:22][C:23]=1[F:24])[CH2:19][N:11]1[CH2:10][CH2:9][CH:8]([NH2:7])[CH2:13][CH2:12]1. (2) The reactants are Cl.[CH3:2][O:3][C:4](=[O:11])[C@H:5]([CH2:7][CH:8]([CH3:10])[CH3:9])[NH2:6].[O-]S([O-])(=O)=O.[Mg+2].[CH3:18][C:19]1([CH3:28])[CH:24]2[CH2:25][CH:20]1[CH2:21][CH:22]=[C:23]2[CH:26]=O.CCN(CC)CC.[BH4-].[Na+]. The catalyst is CO.C1COCC1. The product is [CH3:18][C:19]1([CH3:28])[CH:24]2[CH2:25][CH:20]1[CH2:21][CH:22]=[C:23]2[CH2:26][NH:6][C@@H:5]([CH2:7][CH:8]([CH3:10])[CH3:9])[C:4]([O:3][CH3:2])=[O:11]. The yield is 0.510. (3) The reactants are [CH2:1]([O:4][C:5]([N:7]1[C:12]2[CH:13]=[C:14]([C:17]3[CH2:23][C@H:22]4[N:19]([C:20](=[O:31])[C@@H:21]4[C@H:24]([O:26][Si](C)(C)C)[CH3:25])[C:18]=3[C:32]([O:34][CH2:35][CH:36]=[CH2:37])=[O:33])[CH:15]=[CH:16][C:11]=2[O:10][CH2:9][C:8]1=[O:38])=[O:6])[CH:2]=[CH2:3].Cl.C(=O)([O-])O.[Na+]. The catalyst is C1COCC1.O.[Cl-].[Na+].O. The product is [CH2:1]([O:4][C:5]([N:7]1[C:12]2[CH:13]=[C:14]([C:17]3[CH2:23][C@H:22]4[N:19]([C:20](=[O:31])[C@@H:21]4[C@H:24]([OH:26])[CH3:25])[C:18]=3[C:32]([O:34][CH2:35][CH:36]=[CH2:37])=[O:33])[CH:15]=[CH:16][C:11]=2[O:10][CH2:9][C:8]1=[O:38])=[O:6])[CH:2]=[CH2:3]. The yield is 0.930. (4) The reactants are [CH3:1][O:2][C:3](=[O:31])[C:4]1[CH:9]=[CH:8][C:7]([CH2:10][N:11]2[CH:15]=[C:14]([C:16]3[CH:21]=[CH:20][C:19]([Cl:22])=[CH:18][C:17]=3[Cl:23])[N:13]=[C:12]2[C:24]2[CH:29]=[CH:28][C:27](Br)=[CH:26][CH:25]=2)=[CH:6][CH:5]=1.[CH3:32][S:33]([C:36]1[CH:37]=[C:38](B(O)O)[CH:39]=[CH:40][CH:41]=1)(=[O:35])=[O:34]. No catalyst specified. The product is [CH3:1][O:2][C:3](=[O:31])[C:4]1[CH:9]=[CH:8][C:7]([CH2:10][N:11]2[CH:15]=[C:14]([C:16]3[CH:21]=[CH:20][C:19]([Cl:22])=[CH:18][C:17]=3[Cl:23])[N:13]=[C:12]2[C:24]2[CH:29]=[CH:28][C:27]([C:40]3[CH:39]=[CH:38][CH:37]=[C:36]([S:33]([CH3:32])(=[O:35])=[O:34])[CH:41]=3)=[CH:26][CH:25]=2)=[CH:6][CH:5]=1. The yield is 0.550.